This data is from Full USPTO retrosynthesis dataset with 1.9M reactions from patents (1976-2016). The task is: Predict the reactants needed to synthesize the given product. (1) Given the product [CH3:1][C@@H:2]1[CH2:7][N:6]([C:8]2[C:13]([CH2:14][OH:15])=[CH:12][C:11]([C:20]#[C:19][C:21]3[CH:26]=[N:25][CH:24]=[CH:23][N:22]=3)=[C:10]([F:17])[N:9]=2)[CH2:5][C@H:4]([CH3:18])[O:3]1, predict the reactants needed to synthesize it. The reactants are: [CH3:1][C@@H:2]1[CH2:7][N:6]([C:8]2[C:13]([CH2:14][OH:15])=[CH:12][C:11](I)=[C:10]([F:17])[N:9]=2)[CH2:5][C@H:4]([CH3:18])[O:3]1.[C:19]([C:21]1[CH:26]=[N:25][CH:24]=[CH:23][N:22]=1)#[CH:20]. (2) The reactants are: [OH:1][C:2]1[CH:7]=[CH:6][C:5]([N:8]2[C:16](=[O:17])[C:15]3[C:10](=[CH:11][CH:12]=[CH:13][CH:14]=3)[C:9]2=[O:18])=[CH:4][CH:3]=1.Cl.Cl[CH2:21][CH2:22][N:23]1[CH2:28][CH2:27][CH2:26][CH2:25][CH2:24]1.C([O-])([O-])=O.[K+].[K+]. Given the product [N:23]1([CH2:22][CH2:21][O:1][C:2]2[CH:3]=[CH:4][C:5]([N:8]3[C:16](=[O:17])[C:15]4[C:10](=[CH:11][CH:12]=[CH:13][CH:14]=4)[C:9]3=[O:18])=[CH:6][CH:7]=2)[CH2:28][CH2:27][CH2:26][CH2:25][CH2:24]1, predict the reactants needed to synthesize it. (3) The reactants are: [CH3:1][C:2]1[N:3]([CH2:7][CH2:8][O:9][C:10]2[CH:15]=[CH:14][C:13]([N:16]3[C:21](=[O:22])[CH:20]=[CH:19][C:18]4[C:23]([C:29]5[CH:34]=[CH:33][CH:32]=[CH:31][CH:30]=5)=[C:24]([C:26]([NH2:28])=O)[S:25][C:17]3=4)=[CH:12][CH:11]=2)[CH:4]=[CH:5][N:6]=1.N1C=CC=CC=1.FC(F)(F)C(OC(=O)C(F)(F)F)=O. Given the product [CH3:1][C:2]1[N:3]([CH2:7][CH2:8][O:9][C:10]2[CH:11]=[CH:12][C:13]([N:16]3[C:21](=[O:22])[CH:20]=[CH:19][C:18]4[C:23]([C:29]5[CH:30]=[CH:31][CH:32]=[CH:33][CH:34]=5)=[C:24]([C:26]#[N:28])[S:25][C:17]3=4)=[CH:14][CH:15]=2)[CH:4]=[CH:5][N:6]=1, predict the reactants needed to synthesize it. (4) Given the product [F:3][C:4]1[CH:5]=[C:6]([NH:11][C:12]2[O:16][C:15]([C:17]([NH:19][C:20]3[CH:21]=[CH:22][C:23]([O:26][C@@H:27]4[CH2:31][CH2:30][C@@H:29]([C:32]([OH:34])=[O:33])[CH2:28]4)=[N:24][CH:25]=3)=[O:18])=[N:14][N:13]=2)[CH:7]=[CH:8][C:9]=1[F:10], predict the reactants needed to synthesize it. The reactants are: [OH-].[Na+].[F:3][C:4]1[CH:5]=[C:6]([NH:11][C:12]2[O:16][C:15]([C:17]([NH:19][C:20]3[CH:21]=[CH:22][C:23]([O:26][C@@H:27]4[CH2:31][CH2:30][C@@H:29]([C:32]([O:34]C)=[O:33])[CH2:28]4)=[N:24][CH:25]=3)=[O:18])=[N:14][N:13]=2)[CH:7]=[CH:8][C:9]=1[F:10]. (5) Given the product [CH3:56][O:55][C:37]1[CH:36]=[C:35]([CH:40]=[CH:39][C:38]=1[O:41][CH2:42][C:43]1[N:44]=[C:45]([C:49]2[CH:54]=[CH:53][CH:52]=[CH:51][CH:50]=2)[O:46][C:47]=1[CH3:48])[C:34]([NH:33][C:23]1[C:22](/[CH:20]=[CH:1]/[P:10](=[O:17])([O:11][CH2:12][CH3:13])[O:14][CH2:15][CH3:16])=[CH:26][N:25]([C:27]2[CH:28]=[CH:29][CH:30]=[CH:31][CH:32]=2)[N:24]=1)=[O:57], predict the reactants needed to synthesize it. The reactants are: [CH2:1]([P:10](=[O:17])([O:14][CH2:15][CH3:16])[O:11][CH2:12][CH3:13])P(=O)(OCC)OCC.[H-].[Na+].[CH:20]([C:22]1[C:23]([NH:33][C:34](=[O:57])[C:35]2[CH:40]=[CH:39][C:38]([O:41][CH2:42][C:43]3[N:44]=[C:45]([C:49]4[CH:54]=[CH:53][CH:52]=[CH:51][CH:50]=4)[O:46][C:47]=3[CH3:48])=[C:37]([O:55][CH3:56])[CH:36]=2)=[N:24][N:25]([C:27]2[CH:32]=[CH:31][CH:30]=[CH:29][CH:28]=2)[CH:26]=1)=O.O. (6) Given the product [CH3:19][C:20]1[CH:25]=[CH:24][C:23]([S:26]([O:10][CH2:9][CH2:8][C@H:7]([OH:11])[C:1]2[CH:6]=[CH:5][CH:4]=[CH:3][CH:2]=2)(=[O:28])=[O:27])=[CH:22][CH:21]=1, predict the reactants needed to synthesize it. The reactants are: [C:1]1([C@@H:7]([OH:11])[CH2:8][CH2:9][OH:10])[CH:6]=[CH:5][CH:4]=[CH:3][CH:2]=1.C(N(CC)CC)C.[CH3:19][C:20]1[CH:25]=[CH:24][C:23]([S:26](Cl)(=[O:28])=[O:27])=[CH:22][CH:21]=1.